Task: Predict the reaction yield, written as a fraction of the theoretical maximum amount of product (1.0 means a 100% yield; for example, 0.34 means a 34% yield).. Dataset: Reaction yield outcomes from USPTO patents with 853,638 reactions The reactants are [F:1][C:2]1[CH:8]=[C:7]([O:9][C:10]2[CH:15]=[CH:14][C:13]([C:16]3[N:17]=[C:18]([CH2:21][O:22][C:23]4[CH:28]=[CH:27][CH:26]=[CH:25][CH:24]=4)[NH:19][CH:20]=3)=[CH:12][CH:11]=2)[CH:6]=[CH:5][C:3]=1[NH2:4].[N-:29]([C:32]#[N:33])[C:30]#[N:31].[Na+]. The catalyst is CN(C)C=O.Cl. The product is [C:30]([N:29]=[C:32]([NH2:33])[NH:4][C:3]1[CH:5]=[CH:6][C:7]([O:9][C:10]2[CH:11]=[CH:12][C:13]([C:16]3[N:17]=[C:18]([CH2:21][O:22][C:23]4[CH:24]=[CH:25][CH:26]=[CH:27][CH:28]=4)[NH:19][CH:20]=3)=[CH:14][CH:15]=2)=[CH:8][C:2]=1[F:1])#[N:31]. The yield is 0.310.